From a dataset of Full USPTO retrosynthesis dataset with 1.9M reactions from patents (1976-2016). Predict the reactants needed to synthesize the given product. (1) Given the product [ClH:34].[NH2:21][C:20]1[C:11]([C:9]([NH:8][C@:7]([CH:1]2[CH2:2][CH2:3][CH2:4][CH2:5][CH2:6]2)([C:30]([O:32][CH3:33])=[O:31])[CH3:29])=[O:10])=[CH:12][C:13]2[C:18]([CH:19]=1)=[CH:17][CH:16]=[CH:15][CH:14]=2, predict the reactants needed to synthesize it. The reactants are: [CH:1]1([C@@:7]([C:30]([O:32][CH3:33])=[O:31])([CH3:29])[NH:8][C:9]([C:11]2[C:20]([NH:21]C(OC(C)(C)C)=O)=[CH:19][C:18]3[C:13](=[CH:14][CH:15]=[CH:16][CH:17]=3)[CH:12]=2)=[O:10])[CH2:6][CH2:5][CH2:4][CH2:3][CH2:2]1.[ClH:34]. (2) Given the product [C:1]([C:5]1[S:9][C:8]([C:10]([NH:12][C@@H:13]([CH2:27][C:28]2[CH:33]=[CH:32][C:31]([C:34]3[N:39]=[CH:38][C:37]([C:40]4[CH:45]=[CH:44][C:43]([O:46][S:59]([C:62]([F:65])([F:64])[F:63])(=[O:61])=[O:60])=[CH:42][C:41]=4[F:47])=[CH:36][N:35]=3)=[CH:30][CH:29]=2)[C:14]([N:16]2[CH2:17][CH:18]([C:20]([O:22][C:23]([CH3:26])([CH3:24])[CH3:25])=[O:21])[CH2:19]2)=[O:15])=[O:11])=[CH:7][CH:6]=1)([CH3:2])([CH3:3])[CH3:4], predict the reactants needed to synthesize it. The reactants are: [C:1]([C:5]1[S:9][C:8]([C:10]([NH:12][C@@H:13]([CH2:27][C:28]2[CH:33]=[CH:32][C:31]([C:34]3[N:39]=[CH:38][C:37]([C:40]4[CH:45]=[CH:44][C:43]([OH:46])=[CH:42][C:41]=4[F:47])=[CH:36][N:35]=3)=[CH:30][CH:29]=2)[C:14]([N:16]2[CH2:19][CH:18]([C:20]([O:22][C:23]([CH3:26])([CH3:25])[CH3:24])=[O:21])[CH2:17]2)=[O:15])=[O:11])=[CH:7][CH:6]=1)([CH3:4])([CH3:3])[CH3:2].C1(N([S:59]([C:62]([F:65])([F:64])[F:63])(=[O:61])=[O:60])S(C)(=O)=O)C=CC=CC=1.CCN(C(C)C)C(C)C. (3) Given the product [I:8][C:5]1[CH:6]=[CH:7][C:2]([C:21]2([OH:24])[CH2:22][CH2:23][C:18]3([O:17][CH2:16][CH2:15][O:14]3)[CH2:19][CH2:20]2)=[CH:3][CH:4]=1, predict the reactants needed to synthesize it. The reactants are: I[C:2]1[CH:7]=[CH:6][C:5]([I:8])=[CH:4][CH:3]=1.[Li]CCCC.[O:14]1[C:18]2([CH2:23][CH2:22][C:21](=[O:24])[CH2:20][CH2:19]2)[O:17][CH2:16][CH2:15]1.C[Si](Cl)(C)C. (4) Given the product [S:17]1[CH:21]=[CH:20][N:19]=[C:18]1[C:1]([C@@H:5]1[CH2:6][CH2:7][CH2:8][C@H:4]1[C:3]([OH:2])=[O:9])=[O:10], predict the reactants needed to synthesize it. The reactants are: [C:1]1(=[O:10])[CH:5]2[CH2:6][CH2:7][CH2:8][CH:4]2[C:3](=[O:9])[O:2]1.O1CCCC1.[Br-].[S:17]1[CH:21]=[CH:20][N:19]=[C:18]1[Zn+]. (5) Given the product [CH3:28][O:27][CH2:26][C@H:25]([CH3:29])[O:24][C:9]1[CH:8]=[C:7]([C:4]2[N:3]([C:30]([O:32][C:33]([CH3:36])([CH3:35])[CH3:34])=[O:31])[C:2]([C:42]3[O:43][CH:44]=[CH:45][N:46]=3)=[CH:6][CH:5]=2)[CH:12]=[C:11]([O:13][C:14]2[CH:19]=[CH:18][C:17]([S:20]([CH3:23])(=[O:22])=[O:21])=[CH:16][CH:15]=2)[CH:10]=1, predict the reactants needed to synthesize it. The reactants are: Br[C:2]1[N:3]([C:30]([O:32][C:33]([CH3:36])([CH3:35])[CH3:34])=[O:31])[C:4]([C:7]2[CH:12]=[C:11]([O:13][C:14]3[CH:19]=[CH:18][C:17]([S:20]([CH3:23])(=[O:22])=[O:21])=[CH:16][CH:15]=3)[CH:10]=[C:9]([O:24][C@@H:25]([CH3:29])[CH2:26][O:27][CH3:28])[CH:8]=2)=[CH:5][CH:6]=1.C([Sn](CCCC)(CCCC)[C:42]1[O:43][CH:44]=[CH:45][N:46]=1)CCC.O. (6) Given the product [CH2:1]([O:8][C:9]1[CH:10]=[C:11]([S:15][C:16]2[CH:21]=[CH:20][C:19]([CH2:22][CH2:23][CH2:24][CH2:25][C:26]([NH:44][C:45]([O:47][C:48]([CH3:50])([CH3:49])[CH3:51])=[O:46])([CH2:35][OH:36])[CH2:27][CH2:28][P:29](=[O:34])([O:32][CH3:33])[O:30][CH3:31])=[C:18]([Cl:52])[CH:17]=2)[CH:12]=[CH:13][CH:14]=1)[C:2]1[CH:7]=[CH:6][CH:5]=[CH:4][CH:3]=1, predict the reactants needed to synthesize it. The reactants are: [CH2:1]([O:8][C:9]1[CH:10]=[C:11]([S:15][C:16]2[CH:21]=[CH:20][C:19]([CH2:22][CH2:23][CH2:24][CH2:25][C:26]([NH:44][C:45]([O:47][C:48]([CH3:51])([CH3:50])[CH3:49])=[O:46])([CH2:35][O:36][Si](C(C)(C)C)(C)C)[CH:27]=[CH:28][P:29](=[O:34])([O:32][CH3:33])[O:30][CH3:31])=[C:18]([Cl:52])[CH:17]=2)[CH:12]=[CH:13][CH:14]=1)[C:2]1[CH:7]=[CH:6][CH:5]=[CH:4][CH:3]=1.CCCC[N+](CCCC)(CCCC)CCCC.[F-].O1CCCC1.O.